Regression. Given a peptide amino acid sequence and an MHC pseudo amino acid sequence, predict their binding affinity value. This is MHC class II binding data. From a dataset of Peptide-MHC class II binding affinity with 134,281 pairs from IEDB. (1) The peptide sequence is EKICRHQPFSSLVEG. The MHC is DRB1_0101 with pseudo-sequence DRB1_0101. The binding affinity (normalized) is 0.457. (2) The peptide sequence is IRYPLTFGWCFKLVPVDPREVEEA. The MHC is DRB1_0901 with pseudo-sequence DRB1_0901. The binding affinity (normalized) is 0.456. (3) The peptide sequence is EGKQSLTKLAAAWGG. The MHC is HLA-DPA10103-DPB10201 with pseudo-sequence HLA-DPA10103-DPB10201. The binding affinity (normalized) is 0.0271. (4) The peptide sequence is RTATNIWIDHNSFSN. The MHC is DRB1_1501 with pseudo-sequence DRB1_1501. The binding affinity (normalized) is 0.457.